This data is from Catalyst prediction with 721,799 reactions and 888 catalyst types from USPTO. The task is: Predict which catalyst facilitates the given reaction. (1) Reactant: C(O)(=O)C.O.[Cl:6][C:7]1[CH:8]=[C:9]([N+:18]([O-])=O)[CH:10]=[C:11]([C:14]([F:17])([F:16])[F:15])[C:12]=1[F:13]. Product: [Cl:6][C:7]1[CH:8]=[C:9]([CH:10]=[C:11]([C:14]([F:17])([F:15])[F:16])[C:12]=1[F:13])[NH2:18]. The catalyst class is: 342. (2) The catalyst class is: 42. Reactant: [Cl:1][C:2]1[C:7]([Cl:8])=[CH:6][CH:5]=[CH:4][C:3]=1[N:9]1[CH2:14][CH2:13][N:12]([CH2:15][CH2:16][CH2:17][CH2:18][O:19][C:20]2[CH:29]=[C:28]3[C:23]([CH2:24][CH2:25][C:26](=[O:35])[N:27]3[C:30]([O:32][CH2:33]Cl)=[O:31])=[CH:22][CH:21]=2)[CH2:11][CH2:10]1.[C:36]([O-:39])(=[O:38])[CH3:37].[Cs+]. Product: [Cl:1][C:2]1[C:7]([Cl:8])=[CH:6][CH:5]=[CH:4][C:3]=1[N:9]1[CH2:10][CH2:11][N:12]([CH2:15][CH2:16][CH2:17][CH2:18][O:19][C:20]2[CH:29]=[C:28]3[C:23]([CH2:24][CH2:25][C:26](=[O:35])[N:27]3[C:30]([O:32][CH2:33][O:38][C:36](=[O:39])[CH3:37])=[O:31])=[CH:22][CH:21]=2)[CH2:13][CH2:14]1. (3) Reactant: [Cl:1][C:2]1[CH:3]=[C:4]([CH2:17][C:18]2[O:22][C:21]([C:23]([NH:25][CH2:26][CH:27]3[CH2:32][CH2:31][N:30](C(OC(C)(C)C)=O)[CH2:29][CH2:28]3)=[O:24])=[CH:20][CH:19]=2)[C:5]2[O:9][C:8]([C:10]3[CH:15]=[CH:14][CH:13]=[CH:12][CH:11]=3)=[CH:7][C:6]=2[CH:16]=1. Product: [ClH:1].[Cl:1][C:2]1[CH:3]=[C:4]([CH2:17][C:18]2[O:22][C:21]([C:23]([NH:25][CH2:26][CH:27]3[CH2:32][CH2:31][NH:30][CH2:29][CH2:28]3)=[O:24])=[CH:20][CH:19]=2)[C:5]2[O:9][C:8]([C:10]3[CH:11]=[CH:12][CH:13]=[CH:14][CH:15]=3)=[CH:7][C:6]=2[CH:16]=1. The catalyst class is: 89. (4) Reactant: [OH:1][C:2]1[CH:3]=[C:4]([CH:7]=[CH:8][C:9]=1[OH:10])[CH:5]=[O:6].C(=O)([O-])[O-].[K+].[K+].Br[CH2:18][C:19]1[CH:24]=[CH:23][C:22]([C:25]([F:28])([F:27])[F:26])=[CH:21][C:20]=1[C:29]([F:32])([F:31])[F:30].[Cl-].[NH4+]. Product: [F:30][C:29]([F:31])([F:32])[C:20]1[CH:21]=[C:22]([C:25]([F:28])([F:26])[F:27])[CH:23]=[CH:24][C:19]=1[CH2:18][O:10][C:9]1[CH:8]=[CH:7][C:4]([CH:5]=[O:6])=[CH:3][C:2]=1[OH:1]. The catalyst class is: 3. (5) Reactant: [CH3:1]C([O-])(C)C.[K+].[CH:7]([C@@H:9]1[CH2:14][CH2:13][C@H:12]([CH3:15])[CH2:11][N:10]1[C:16]([O:18][C:19]([CH3:22])([CH3:21])[CH3:20])=[O:17])=O.C([O-])(O)=O.[Na+]. Product: [CH:7]([C@@H:9]1[CH2:14][CH2:13][C@H:12]([CH3:15])[CH2:11][N:10]1[C:16]([O:18][C:19]([CH3:22])([CH3:21])[CH3:20])=[O:17])=[CH2:1]. The catalyst class is: 307. (6) Reactant: [C:1]([O:5][C:6]([NH:8][C@@H:9]([CH2:22][C:23]1[CH:28]=[CH:27][CH:26]=[CH:25][CH:24]=1)[CH2:10]OS(C1C=CC(C)=CC=1)(=O)=O)=[O:7])([CH3:4])([CH3:3])[CH3:2].[CH3:29][NH2:30]. Product: [C:1]([O:5][C:6](=[O:7])[NH:8][C@H:9]([CH2:10][NH:30][CH3:29])[CH2:22][C:23]1[CH:28]=[CH:27][CH:26]=[CH:25][CH:24]=1)([CH3:4])([CH3:3])[CH3:2]. The catalyst class is: 56. (7) Reactant: [Si]([O:8][CH2:9][C@@H:10]1[C@@H:14]([O:15][Si:16]([CH:23]([CH3:25])[CH3:24])([CH:20]([CH3:22])[CH3:21])[CH:17]([CH3:19])[CH3:18])[CH2:13][C@H:12]([NH:26][C:27](=[O:33])[O:28][C:29]([CH3:32])([CH3:31])[CH3:30])[CH2:11]1)(C(C)(C)C)(C)C.Cl. Product: [OH:8][CH2:9][C@@H:10]1[C@@H:14]([O:15][Si:16]([CH:23]([CH3:24])[CH3:25])([CH:17]([CH3:18])[CH3:19])[CH:20]([CH3:22])[CH3:21])[CH2:13][C@H:12]([NH:26][C:27](=[O:33])[O:28][C:29]([CH3:32])([CH3:31])[CH3:30])[CH2:11]1. The catalyst class is: 14. (8) Reactant: CCN(C(C)C)C(C)C.C1C=CC2N(O)N=NC=2C=1.CCN=C=NCCCN(C)C.[F:31][C:32]1[CH:33]=[CH:34][C:35]([C:41]([F:44])([F:43])[F:42])=[C:36]([CH:40]=1)[C:37]([OH:39])=O.[CH3:45][O:46][C:47]([CH:49]1[CH2:54][NH:53][CH2:52][CH2:51][N:50]1[C:55]([O:57][C:58]([CH3:61])([CH3:60])[CH3:59])=[O:56])=[O:48]. Product: [CH3:45][O:46][C:47]([CH:49]1[CH2:54][N:53]([C:37](=[O:39])[C:36]2[CH:40]=[C:32]([F:31])[CH:33]=[CH:34][C:35]=2[C:41]([F:44])([F:43])[F:42])[CH2:52][CH2:51][N:50]1[C:55]([O:57][C:58]([CH3:61])([CH3:60])[CH3:59])=[O:56])=[O:48]. The catalyst class is: 18.